From a dataset of Catalyst prediction with 721,799 reactions and 888 catalyst types from USPTO. Predict which catalyst facilitates the given reaction. (1) Reactant: Cl.Cl.CCOCC.Cl.Cl.[F:10][C:11]1[CH:12]=[C:13]2[C:17](=[CH:18][CH:19]=1)[NH:16][CH:15]=[C:14]2[CH2:20][CH2:21][CH2:22][NH:23][CH:24]1[CH2:37][O:36][C:35]2[C:26](=[C:27]3[C:32](=[CH:33][CH:34]=2)[N:31]=[CH:30][CH:29]=[CH:28]3)[CH2:25]1. Product: [F:10][C:11]1[CH:12]=[C:13]2[C:17](=[CH:18][CH:19]=1)[NH:16][CH:15]=[C:14]2[CH2:20][CH2:21][CH2:22][NH:23][CH:24]1[CH2:37][O:36][C:35]2[C:26](=[C:27]3[C:32](=[CH:33][CH:34]=2)[N:31]=[CH:30][CH:29]=[CH:28]3)[CH2:25]1. The catalyst class is: 13. (2) Reactant: C([O:8][C:9]1[N:14]=[CH:13][C:12]([C:15]2[CH:20]=[CH:19][C:18]([CH2:21][C:22]([NH:24][C:25]3[CH:30]=[CH:29][C:28]([CH2:31][C:32]([CH3:36])([CH3:35])[CH2:33][OH:34])=[C:27]([C:37]([F:40])([F:39])[F:38])[CH:26]=3)=[O:23])=[C:17]([F:41])[CH:16]=2)=[C:11]([O:42][CH2:43][CH3:44])[CH:10]=1)C1C=CC=CC=1. Product: [CH2:43]([O:42][C:11]1[C:12]([C:15]2[CH:20]=[CH:19][C:18]([CH2:21][C:22]([NH:24][C:25]3[CH:30]=[CH:29][C:28]([CH2:31][C:32]([CH3:35])([CH3:36])[CH2:33][OH:34])=[C:27]([C:37]([F:39])([F:40])[F:38])[CH:26]=3)=[O:23])=[C:17]([F:41])[CH:16]=2)=[CH:13][NH:14][C:9](=[O:8])[CH:10]=1)[CH3:44]. The catalyst class is: 19. (3) Reactant: [CH2:1]([O:8][N:9]1[C:18](=[O:19])[C:17]2[C:12](=[CH:13][C:14](Cl)=[C:15]([F:20])[CH:16]=2)[N:11]([CH:22]2[CH2:24][CH2:23]2)[C:10]1=[O:25])[C:2]1[CH:7]=[CH:6][CH:5]=[CH:4][CH:3]=1.[C:26]([O:30][C:31](=[O:39])[N:32](C1CCNC1)[CH3:33])([CH3:29])([CH3:28])[CH3:27].C([N:42]([CH2:45][CH3:46])[CH2:43][CH3:44])C. Product: [C:26]([O:30][C:31](=[O:39])[NH:32][CH2:33][CH:46]1[CH2:44][CH2:43][N:42]([C:14]2[CH:13]=[C:12]3[C:17]([C:18](=[O:19])[N:9]([O:8][CH2:1][C:2]4[CH:7]=[CH:6][CH:5]=[CH:4][CH:3]=4)[C:10](=[O:25])[N:11]3[CH:22]3[CH2:24][CH2:23]3)=[CH:16][C:15]=2[F:20])[CH2:45]1)([CH3:29])([CH3:28])[CH3:27]. The catalyst class is: 18. (4) Reactant: F[C:2]1[CH:8]=[CH:7][C:5]([NH2:6])=[CH:4][CH:3]=1.C[Al](C)C.[CH3:13][S:14]([C:17]1[CH:24]=[CH:23][C:20]([C:21]#[N:22])=[CH:19][CH:18]=1)(=[O:16])=[O:15].C(Cl)[Cl:26]. Product: [CH3:13][S:14]([C:17]1[CH:24]=[CH:23][C:20]([C:21](=[NH:22])[NH:6][C:5]2[CH:7]=[CH:8][C:2]([Cl:26])=[CH:3][CH:4]=2)=[CH:19][CH:18]=1)(=[O:15])=[O:16]. The catalyst class is: 648. (5) Reactant: [CH:1]1([C:4]([N:6]2[CH2:9][CH:8]([CH2:10][C:11]([NH:13][NH2:14])=[O:12])[CH2:7]2)=[O:5])[CH2:3][CH2:2]1.[Br:15][C:16]1[CH:21]=[CH:20][C:19]([N:22]=[C:23]=[O:24])=[CH:18][CH:17]=1. Product: [Br:15][C:16]1[CH:21]=[CH:20][C:19]([NH:22][C:23]([NH:14][NH:13][C:11](=[O:12])[CH2:10][CH:8]2[CH2:7][N:6]([C:4]([CH:1]3[CH2:3][CH2:2]3)=[O:5])[CH2:9]2)=[O:24])=[CH:18][CH:17]=1. The catalyst class is: 4.